From a dataset of Retrosynthesis with 50K atom-mapped reactions and 10 reaction types from USPTO. Predict the reactants needed to synthesize the given product. (1) Given the product O=C(O)c1ncn2c1[C@@H]1CCCN1C(=O)c1c(Cl)cccc1-2, predict the reactants needed to synthesize it. The reactants are: CCOC(=O)c1ncn2c1[C@@H]1CCCN1C(=O)c1c(Cl)cccc1-2. (2) Given the product N#Cc1ccccc1Oc1cccc([C@H]2COC(=O)N2c2ccc(Cl)cc2)c1, predict the reactants needed to synthesize it. The reactants are: N#Cc1ccccc1F.O=C1OC[C@H](c2cccc(O)c2)N1c1ccc(Cl)cc1. (3) Given the product C=CCCOC(=O)N[C@H](C(=O)N1C[C@](OC)(c2ccc(-c3ccccc3)c(C=C)c2)C[C@H]1C(=O)OC)C(C)(C)C, predict the reactants needed to synthesize it. The reactants are: C=CCCOC(=O)N[C@H](C(=O)O)C(C)(C)C.C=Cc1cc([C@@]2(OC)CN[C@H](C(=O)OC)C2)ccc1-c1ccccc1. (4) Given the product CC1CCC(C)N1c1cccc(N)n1, predict the reactants needed to synthesize it. The reactants are: CC1CCC(C)N1.Nc1cccc(F)n1.